Dataset: Forward reaction prediction with 1.9M reactions from USPTO patents (1976-2016). Task: Predict the product of the given reaction. (1) Given the reactants [C:1]([O:5][C:6]([C:8]1([S:14]([C:17]2[CH:22]=[CH:21][C:20]([C:23]3[CH:28]=[CH:27][C:26](OC(F)(F)C(F)F)=CC=3)=[CH:19][CH:18]=2)(=[O:16])=[O:15])[CH2:13][CH2:12]NCC1)=[O:7])([CH3:4])([CH3:3])[CH3:2].C([N:38]([CH:42](C)C)C(C)C)C.[I-].[K+].[Br:47]CCOC.[C:52]([O:55]CC)(=O)[CH3:53], predict the reaction product. The product is: [Br:47][C:26]1[CH:27]=[CH:28][C:23]([C:20]2[CH:19]=[CH:18][C:17]([S:14]([C:8]3([C:6]([O:5][C:1]([CH3:2])([CH3:4])[CH3:3])=[O:7])[CH2:53][CH2:52][O:55][CH2:12][CH2:13]3)(=[O:16])=[O:15])=[CH:22][CH:21]=2)=[N:38][CH:42]=1. (2) Given the reactants [F:1][CH:2]([F:40])[CH2:3][N:4]1[CH2:9][CH2:8][N:7]([C:10]2[CH:15]=[CH:14][C:13]([C:16]3[NH:39][C:19]4[N:20]=[CH:21][N:22]=[C:23]([C:24]5[CH:25]=[CH:26][C:27]([O:32][CH:33]6[CH2:38][CH2:37][NH:36][CH2:35][CH2:34]6)=[C:28]([CH:31]=5)[C:29]#[N:30])[C:18]=4[CH:17]=3)=[CH:12][CH:11]=2)[CH2:6][CH2:5]1.[OH:41][CH2:42][C:43](O)=[O:44].CCN(C(C)C)C(C)C.CN(C(ON1N=NC2C=CC=NC1=2)=[N+](C)C)C.F[P-](F)(F)(F)(F)F, predict the reaction product. The product is: [F:40][CH:2]([F:1])[CH2:3][N:4]1[CH2:9][CH2:8][N:7]([C:10]2[CH:15]=[CH:14][C:13]([C:16]3[NH:39][C:19]4[N:20]=[CH:21][N:22]=[C:23]([C:24]5[CH:25]=[CH:26][C:27]([O:32][CH:33]6[CH2:34][CH2:35][N:36]([C:42](=[O:41])[CH2:43][OH:44])[CH2:37][CH2:38]6)=[C:28]([CH:31]=5)[C:29]#[N:30])[C:18]=4[CH:17]=3)=[CH:12][CH:11]=2)[CH2:6][CH2:5]1. (3) Given the reactants [CH3:13][C:12]([O:11][C:9](O[C:9]([O:11][C:12]([CH3:15])([CH3:14])[CH3:13])=[O:10])=[O:10])([CH3:15])[CH3:14].[Cl:16][C:17]1[CH:22]=[CH:21][C:20]([CH:23]([CH2:28][NH:29][CH:30]([CH3:32])[CH3:31])[C:24]([O:26][CH3:27])=[O:25])=[CH:19][CH:18]=1, predict the reaction product. The product is: [C:12]([O:11][C:9]([N:29]([CH:30]([CH3:32])[CH3:31])[CH2:28][CH:23]([C:20]1[CH:19]=[CH:18][C:17]([Cl:16])=[CH:22][CH:21]=1)[C:24]([O:26][CH3:27])=[O:25])=[O:10])([CH3:13])([CH3:14])[CH3:15]. (4) Given the reactants [CH2:1]([CH:8]1[O:12][C:11](=[O:13])[CH:10]=[C:9]1[OH:14])[C:2]1[CH:7]=[CH:6][CH:5]=[CH:4][CH:3]=1.CCN(CC)CC.C(Cl)CCl.[CH:26]1([C:32](O)=[O:33])[CH2:31][CH2:30][CH2:29][CH2:28][CH2:27]1.Cl.[Na+].[Cl-], predict the reaction product. The product is: [CH2:1]([CH:8]1[O:12][C:11](=[O:13])[C:10]([C:32]([CH:26]2[CH2:31][CH2:30][CH2:29][CH2:28][CH2:27]2)=[O:33])=[C:9]1[OH:14])[C:2]1[CH:3]=[CH:4][CH:5]=[CH:6][CH:7]=1.